Dataset: Reaction yield outcomes from USPTO patents with 853,638 reactions. Task: Predict the reaction yield, written as a fraction of the theoretical maximum amount of product (1.0 means a 100% yield; for example, 0.34 means a 34% yield). (1) The reactants are [Cl:1][C:2]1[CH:7]=[CH:6][C:5]([C:8](=[O:35])[CH2:9][N:10]2[C:14]3([CH2:19][CH2:18][N:17](C(OC(C)(C)C)=O)[CH2:16][CH2:15]3)[N:13]=[C:12]([C:27]3[CH:32]=[CH:31][C:30]([Cl:33])=[CH:29][CH:28]=3)[C:11]2=[O:34])=[CH:4][C:3]=1[CH3:36].Cl. The catalyst is O1CCOCC1. The product is [Cl:1][C:2]1[CH:7]=[CH:6][C:5]([C:8](=[O:35])[CH2:9][N:10]2[C:14]3([CH2:19][CH2:18][NH:17][CH2:16][CH2:15]3)[N:13]=[C:12]([C:27]3[CH:32]=[CH:31][C:30]([Cl:33])=[CH:29][CH:28]=3)[C:11]2=[O:34])=[CH:4][C:3]=1[CH3:36]. The yield is 0.970. (2) The reactants are [CH:1]1([C:7]2[C:15]3[C:10](=[N:11][C:12]([C:16]([O:18][CH2:19][CH3:20])=[O:17])=[CH:13][CH:14]=3)[N:9]([CH2:21][C:22]([O:24][CH2:25][CH3:26])=[O:23])[CH:8]=2)[CH2:6][CH2:5][CH2:4][CH2:3][CH2:2]1.[Br:27]N1C(=O)CCC1=O. The catalyst is C(Cl)(Cl)(Cl)Cl. The product is [Br:27][C:8]1[N:9]([CH2:21][C:22]([O:24][CH2:25][CH3:26])=[O:23])[C:10]2=[N:11][C:12]([C:16]([O:18][CH2:19][CH3:20])=[O:17])=[CH:13][CH:14]=[C:15]2[C:7]=1[CH:1]1[CH2:2][CH2:3][CH2:4][CH2:5][CH2:6]1. The yield is 0.640. (3) The reactants are [CH3:1][O:2][C:3](=[O:14])[CH2:4][O:5][C:6]1[CH:11]=[CH:10][C:9]([CH:12]=O)=[CH:8][CH:7]=1.Cl.[OH:16][NH2:17].C([O-])(=O)C.[Na+]. The catalyst is CO.O. The product is [CH3:1][O:2][C:3](=[O:14])[CH2:4][O:5][C:6]1[CH:11]=[CH:10][C:9]([CH:12]=[N:17][OH:16])=[CH:8][CH:7]=1. The yield is 0.740. (4) The reactants are [O:1]=[C:2]([C:9]1[O:10][CH:11]=[CH:12][CH:13]=1)[CH2:3][C:4]([O:6][CH2:7][CH3:8])=[O:5].[CH3:14][Si]([N-][Si](C)(C)C)(C)C.[Li+].CI.Cl. The catalyst is C1COCC1. The product is [CH2:7]([O:6][C:4](=[O:5])[CH:3]([CH3:14])[C:2]([C:9]1[O:10][CH:11]=[CH:12][CH:13]=1)=[O:1])[CH3:8]. The yield is 0.820. (5) The reactants are C(O[C:6](=O)[NH:7][C:8]1[CH:9]=[N:10][CH:11]=[CH:12][C:13]=1[CH3:14])(C)(C)C.C([Li])(C)(C)C.[C:22]([O:24][CH2:25][CH3:26])(=[O:23])[C:22]([O:24][CH2:25][CH3:26])=[O:23].Cl. The catalyst is C1COCC1.ClCCl. The product is [CH2:25]([O:24][C:22]([C:6]1[NH:7][C:8]2=[CH:9][N:10]=[CH:11][CH:12]=[C:13]2[CH:14]=1)=[O:23])[CH3:26]. The yield is 0.180. (6) The reactants are [CH:1]1([C:4]2[N:9]=[C:8]([C:10]3[CH:11]=[C:12]4[C:16](=[CH:17][CH:18]=3)[N:15]([S:19]([C:22]3[CH:28]=[CH:27][C:25]([CH3:26])=[CH:24][CH:23]=3)(=[O:21])=[O:20])[CH:14]=[C:13]4B3OC(C)(C)C(C)(C)O3)[CH:7]=[N:6][CH:5]=2)[CH2:3][CH2:2]1.Br[C:39]1[CH:44]=[N:43][CH:42]=[C:41]([CH:45]2[CH2:47][CH2:46]2)[N:40]=1.C1(P(C2CCCCC2)C2C=CC=CC=2C2C(CCC)=CC(CCC)=CC=2CCC)CCCCC1.[O-]P([O-])([O-])=O.[K+].[K+].[K+]. The catalyst is C1C=CC(/C=C/C(/C=C/C2C=CC=CC=2)=O)=CC=1.C1C=CC(/C=C/C(/C=C/C2C=CC=CC=2)=O)=CC=1.C1C=CC(/C=C/C(/C=C/C2C=CC=CC=2)=O)=CC=1.C(Cl)(Cl)Cl.[Pd].[Pd]. The product is [CH:45]1([C:41]2[N:40]=[C:39]([C:13]3[C:12]4[C:16](=[CH:17][CH:18]=[C:10]([C:8]5[CH:7]=[N:6][CH:5]=[C:4]([CH:1]6[CH2:2][CH2:3]6)[N:9]=5)[CH:11]=4)[N:15]([S:19]([C:22]4[CH:23]=[CH:24][C:25]([CH3:26])=[CH:27][CH:28]=4)(=[O:20])=[O:21])[CH:14]=3)[CH:44]=[N:43][CH:42]=2)[CH2:47][CH2:46]1. The yield is 0.430. (7) The catalyst is N1C=CC=CC=1. The yield is 0.620. The product is [Cl:13][C:14]1[N:19]2[N:20]=[C:21]([CH3:23])[CH:22]=[C:18]2[N:17]=[C:16]([NH:24][C:10]([CH:8]2[CH2:9][CH:7]2[C:1]2[CH:6]=[CH:5][CH:4]=[CH:3][CH:2]=2)=[O:11])[CH:15]=1. The reactants are [C:1]1([C@@H:7]2[CH2:9][C@H:8]2[C:10](Cl)=[O:11])[CH:6]=[CH:5][CH:4]=[CH:3][CH:2]=1.[Cl:13][C:14]1[N:19]2[N:20]=[C:21]([CH3:23])[CH:22]=[C:18]2[N:17]=[C:16]([NH2:24])[CH:15]=1. (8) The reactants are [CH3:1][O:2][C:3]([C:5]1[N:6]=[C:7]([O:14][C:15](=[O:17])[CH3:16])[N:8]([C:11](=[O:13])[CH3:12])[C:9]=1[CH3:10])=[O:4].[Br:18]N1C(=O)CCC1=O. The catalyst is C(Cl)(Cl)(Cl)Cl.C(OOC(=O)C1C=CC=CC=1)(=O)C1C=CC=CC=1. The product is [CH3:1][O:2][C:3]([C:5]1[N:6]=[C:7]([O:14][C:15](=[O:17])[CH3:16])[N:8]([C:11](=[O:13])[CH3:12])[C:9]=1[CH2:10][Br:18])=[O:4]. The yield is 0.950. (9) The reactants are [Cl:1][C:2]1[C:3]([O:12][C:13]2[CH:18]=[C:17]([O:19][CH2:20][CH2:21][O:22][CH3:23])[CH:16]=[CH:15][C:14]=2/[CH:24]=[C:25](\[CH3:29])/[C:26]([OH:28])=O)=[N:4][CH:5]=[C:6]([C:8]([F:11])([F:10])[F:9])[CH:7]=1.Cl.C(N=C=NCCCN(C)C)C.[F:42][C:43]([F:49])([F:48])[S:44]([NH2:47])(=[O:46])=[O:45].Cl. The catalyst is C(#N)C.CN(C)C1C=CN=CC=1.C(OCC)(=O)C. The product is [Cl:1][C:2]1[C:3]([O:12][C:13]2[CH:18]=[C:17]([O:19][CH2:20][CH2:21][O:22][CH3:23])[CH:16]=[CH:15][C:14]=2/[CH:24]=[C:25](\[CH3:29])/[C:26]([NH:47][S:44]([C:43]([F:49])([F:48])[F:42])(=[O:46])=[O:45])=[O:28])=[N:4][CH:5]=[C:6]([C:8]([F:9])([F:11])[F:10])[CH:7]=1. The yield is 0.860.